Task: Predict the reaction yield, written as a fraction of the theoretical maximum amount of product (1.0 means a 100% yield; for example, 0.34 means a 34% yield).. Dataset: Reaction yield outcomes from USPTO patents with 853,638 reactions The reactants are [CH3:1][CH:2]1[CH2:8][C:7]2[CH:9]=[C:10]3[O:15][CH2:14][O:13][C:11]3=[CH:12][C:6]=2[C:5]([C:16]2[CH:21]=[CH:20][C:19]([N+:22]([O-:24])=[O:23])=[CH:18][CH:17]=2)=[N:4][N:3]1[C:25](=[N:27][OH:28])[NH2:26].[CH:29](OCC)(OCC)OCC.Cl. No catalyst specified. The product is [CH3:1][CH:2]1[CH2:8][C:7]2[CH:9]=[C:10]3[O:15][CH2:14][O:13][C:11]3=[CH:12][C:6]=2[C:5]([C:16]2[CH:21]=[CH:20][C:19]([N+:22]([O-:24])=[O:23])=[CH:18][CH:17]=2)=[N:4][N:3]1[C:25]1[N:26]=[CH:29][O:28][N:27]=1. The yield is 0.750.